From a dataset of Reaction yield outcomes from USPTO patents with 853,638 reactions. Predict the reaction yield, written as a fraction of the theoretical maximum amount of product (1.0 means a 100% yield; for example, 0.34 means a 34% yield). (1) The reactants are [NH2:1][C:2]1[N:10]=[CH:9][N:8]=[C:7]2[C:3]=1[N:4]=[CH:5][N:6]2[C@H:11]1[C@@H:15]2[O:16]C(C)(C)[O:18][C@@H:14]2[C@@H:13]([CH2:21][N:22]([CH2:40][C:41]2[CH:46]=[CH:45][CH:44]=[CH:43][CH:42]=2)[CH2:23][CH2:24][CH2:25][NH:26][C:27]([NH:29][C:30]2[CH:35]=[CH:34][C:33]([C:36]([CH3:39])([CH3:38])[CH3:37])=[CH:32][CH:31]=2)=[O:28])[O:12]1. The catalyst is C(O)(C(F)(F)F)=O.O. The product is [NH2:1][C:2]1[N:10]=[CH:9][N:8]=[C:7]2[C:3]=1[N:4]=[CH:5][N:6]2[C@@H:11]1[O:12][C@H:13]([CH2:21][N:22]([CH2:40][C:41]2[CH:42]=[CH:43][CH:44]=[CH:45][CH:46]=2)[CH2:23][CH2:24][CH2:25][NH:26][C:27]([NH:29][C:30]2[CH:35]=[CH:34][C:33]([C:36]([CH3:39])([CH3:38])[CH3:37])=[CH:32][CH:31]=2)=[O:28])[C@@H:14]([OH:18])[C@H:15]1[OH:16]. The yield is 0.520. (2) The catalyst is CN(C)C=O. The yield is 0.820. The reactants are [CH3:1][C:2]1[CH:3]=[C:4]([O:15][C:16]2[C:25]3[C:20](=[CH:21][C:22]([OH:28])=[C:23]([O:26][CH3:27])[CH:24]=3)[N:19]=[CH:18][CH:17]=2)[C:5]([C:9]2[CH:14]=[CH:13][CH:12]=[CH:11][CH:10]=2)=[N:6][C:7]=1[CH3:8].C(=O)([O-])[O-].[K+].[K+].[CH2:35]([CH:37]1[O:39][CH2:38]1)Br.O. The product is [CH3:1][C:2]1[CH:3]=[C:4]([O:15][C:16]2[C:25]3[C:20](=[CH:21][C:22]([O:28][CH2:35][CH:37]4[CH2:38][O:39]4)=[C:23]([O:26][CH3:27])[CH:24]=3)[N:19]=[CH:18][CH:17]=2)[C:5]([C:9]2[CH:10]=[CH:11][CH:12]=[CH:13][CH:14]=2)=[N:6][C:7]=1[CH3:8].